From a dataset of Forward reaction prediction with 1.9M reactions from USPTO patents (1976-2016). Predict the product of the given reaction. (1) Given the reactants [Cl:1][C:2]1[C:3]([CH3:12])=[C:4]([CH:8]=[CH:9][C:10]=1[F:11])[C:5](O)=[O:6].C(Cl)(=O)C([Cl:16])=O, predict the reaction product. The product is: [Cl:1][C:2]1[C:3]([CH3:12])=[C:4]([CH:8]=[CH:9][C:10]=1[F:11])[C:5]([Cl:16])=[O:6]. (2) Given the reactants [OH:1][C:2]1[CH:7]=[CH:6][C:5]([C:8]2[CH:13]=[CH:12][CH:11]=[C:10]([CH2:14][NH:15][C:16]([C:18]3[NH:27][C:26](=[O:28])[C:25]4[C:20](=[CH:21][CH:22]=[CH:23][CH:24]=4)[N:19]=3)=[O:17])[CH:9]=2)=[CH:4][CH:3]=1.Br[C:30]1([CH2:39][CH2:40][O:41][CH2:42][CH3:43])[C:35](=[O:36])[NH:34][C:33](=[O:37])[NH:32][C:31]1=[O:38].C(=O)([O-])[O-].[K+].[K+], predict the reaction product. The product is: [CH2:42]([O:41][CH2:40][CH2:39][C:30]1([O:1][C:2]2[CH:7]=[CH:6][C:5]([C:8]3[CH:13]=[CH:12][CH:11]=[C:10]([CH2:14][NH:15][C:16]([C:18]4[NH:27][C:26](=[O:28])[C:25]5[C:20](=[CH:21][CH:22]=[CH:23][CH:24]=5)[N:19]=4)=[O:17])[CH:9]=3)=[CH:4][CH:3]=2)[C:31](=[O:38])[NH:32][C:33](=[O:37])[NH:34][C:35]1=[O:36])[CH3:43]. (3) Given the reactants C(OC(=O)[NH:7][C:8]1[CH:13]=[CH:12][C:11]([C:14]2[N:18]=[CH:17][N:16]([C:19]3[CH:24]=[CH:23][C:22]([O:25][C:26]([F:32])([F:31])[C:27]([F:30])([F:29])[F:28])=[CH:21][CH:20]=3)[N:15]=2)=[CH:10][CH:9]=1)(C)(C)C.Cl.C([O-])(O)=O.[Na+], predict the reaction product. The product is: [F:32][C:26]([F:31])([O:25][C:22]1[CH:21]=[CH:20][C:19]([N:16]2[CH:17]=[N:18][C:14]([C:11]3[CH:10]=[CH:9][C:8]([NH2:7])=[CH:13][CH:12]=3)=[N:15]2)=[CH:24][CH:23]=1)[C:27]([F:30])([F:29])[F:28]. (4) Given the reactants C([N:14]1[CH2:17][CH:16]([O:18][CH:19]([C:27]2[CH:32]=[CH:31][C:30]([Cl:33])=[CH:29][CH:28]=2)[C:20]2[CH:25]=[CH:24][C:23]([Cl:26])=[CH:22][CH:21]=2)[CH2:15]1)(C1C=CC=CC=1)C1C=CC=CC=1.ClC(OC(Cl)=O)C, predict the reaction product. The product is: [Cl:26][C:23]1[CH:24]=[CH:25][C:20]([CH:19]([O:18][CH:16]2[CH2:17][NH:14][CH2:15]2)[C:27]2[CH:28]=[CH:29][C:30]([Cl:33])=[CH:31][CH:32]=2)=[CH:21][CH:22]=1. (5) Given the reactants Br[C:2]1[CH:17]=[CH:16][C:5]([CH2:6][CH2:7][NH:8][C:9](=[O:15])[O:10][C:11]([CH3:14])([CH3:13])[CH3:12])=[CH:4][C:3]=1[O:18][C:19]([F:22])([F:21])[F:20].C(=O)([O-])O.[Na+].[CH3:28][N:29](C=O)C, predict the reaction product. The product is: [C:28]([C:2]1[CH:17]=[CH:16][C:5]([CH2:6][CH2:7][NH:8][C:9](=[O:15])[O:10][C:11]([CH3:14])([CH3:13])[CH3:12])=[CH:4][C:3]=1[O:18][C:19]([F:22])([F:21])[F:20])#[N:29]. (6) Given the reactants [F:1][C:2]([F:21])([F:20])[C:3]1[CH:8]=[CH:7][C:6]([CH:9]2[CH2:14][C:13](=[O:15])[NH:12][C:11]([CH3:16])=[C:10]2[C:17](O)=[O:18])=[CH:5][CH:4]=1.[NH2:22][C:23]1[CH:24]=[C:25]2[C:29](=[C:30]([Cl:32])[CH:31]=1)[NH:28][N:27]=[CH:26]2.C(Cl)CCl.CCN(CC)CC, predict the reaction product. The product is: [Cl:32][C:30]1[CH:31]=[C:23]([NH:22][C:17]([C:10]2[CH:9]([C:6]3[CH:5]=[CH:4][C:3]([C:2]([F:20])([F:21])[F:1])=[CH:8][CH:7]=3)[CH2:14][C:13](=[O:15])[NH:12][C:11]=2[CH3:16])=[O:18])[CH:24]=[C:25]2[C:29]=1[NH:28][N:27]=[CH:26]2. (7) Given the reactants C([O:3][C:4](=O)[C:5]([C:10]#[N:11])=[CH:6]OCC)C.[N+:13]([C:16]1[CH:24]=[CH:23][C:19]([C:20](=[NH:22])[NH2:21])=[CH:18][CH:17]=1)([O-:15])=[O:14].O.Cl, predict the reaction product. The product is: [OH:3][C:4]1[C:5]([C:10]#[N:11])=[CH:6][N:21]=[C:20]([C:19]2[CH:18]=[CH:17][C:16]([N+:13]([O-:15])=[O:14])=[CH:24][CH:23]=2)[N:22]=1. (8) Given the reactants [C:1]([C:5]1[CH:26]=[CH:25][C:8]([C:9]([NH:11][C@@H:12]2[CH2:17][CH2:16][CH2:15][N:14]([C:18]([O:20][C:21]([CH3:24])([CH3:23])[CH3:22])=[O:19])[CH2:13]2)=[O:10])=[CH:7][CH:6]=1)([CH3:4])([CH3:3])[CH3:2].[H-].[Na+].I[CH3:30], predict the reaction product. The product is: [C:1]([C:5]1[CH:26]=[CH:25][C:8]([C:9]([N:11]([C@@H:12]2[CH2:17][CH2:16][CH2:15][N:14]([C:18]([O:20][C:21]([CH3:24])([CH3:23])[CH3:22])=[O:19])[CH2:13]2)[CH3:30])=[O:10])=[CH:7][CH:6]=1)([CH3:4])([CH3:2])[CH3:3]. (9) Given the reactants [Cl:1][C:2]1[C:7]([Cl:8])=[CH:6][CH:5]=[CH:4][C:3]=1[C:9]1[NH:13][N:12]=[N:11][N:10]=1.[H-].[Na+].Br[CH2:17][C:18]1[C:23]([Cl:24])=[CH:22][CH:21]=[CH:20][C:19]=1[Cl:25], predict the reaction product. The product is: [Cl:24][C:23]1[CH:22]=[CH:21][CH:20]=[C:19]([Cl:25])[C:18]=1[CH2:17][N:10]1[C:9]([C:3]2[CH:4]=[CH:5][CH:6]=[C:7]([Cl:8])[C:2]=2[Cl:1])=[N:13][N:12]=[N:11]1. (10) Given the reactants [F:1][C:2]1[CH:7]=[CH:6][C:5]([C:8](=O)[CH2:9][C:10](=O)[C:11]([F:14])([F:13])[F:12])=[CH:4][CH:3]=1.[NH2:17][C:18]1[C:22]([C:23]#[N:24])=[CH:21][NH:20][N:19]=1, predict the reaction product. The product is: [F:1][C:2]1[CH:7]=[CH:6][C:5]([C:8]2[CH:9]=[C:10]([C:11]([F:14])([F:13])[F:12])[N:19]3[N:20]=[CH:21][C:22]([C:23]#[N:24])=[C:18]3[N:17]=2)=[CH:4][CH:3]=1.